Dataset: Reaction yield outcomes from USPTO patents with 853,638 reactions. Task: Predict the reaction yield, written as a fraction of the theoretical maximum amount of product (1.0 means a 100% yield; for example, 0.34 means a 34% yield). The reactants are Br[C:2]1[CH:3]=[CH:4][C:5]([C:8]([NH:10][S:11]([C:14]2[CH:19]=[CH:18][CH:17]=[CH:16][C:15]=2[S:20](=[O:23])(=[O:22])[NH2:21])(=[O:13])=[O:12])=[O:9])=[N:6][CH:7]=1.[C:24]([CH:26]1[CH2:31][CH2:30][CH2:29][CH2:28][CH2:27]1)#[CH:25]. No catalyst specified. The product is [CH:26]1([C:24]#[C:25][C:2]2[CH:3]=[CH:4][C:5]([C:8]([NH:10][S:11]([C:14]3[CH:19]=[CH:18][CH:17]=[CH:16][C:15]=3[S:20](=[O:23])(=[O:22])[NH2:21])(=[O:13])=[O:12])=[O:9])=[N:6][CH:7]=2)[CH2:31][CH2:30][CH2:29][CH2:28][CH2:27]1. The yield is 0.0400.